From a dataset of Experimentally validated miRNA-target interactions with 360,000+ pairs, plus equal number of negative samples. Binary Classification. Given a miRNA mature sequence and a target amino acid sequence, predict their likelihood of interaction. The miRNA is hsa-miR-769-3p with sequence CUGGGAUCUCCGGGGUCUUGGUU. The protein sequence of the target gene is MWLSPEEVLVANALWVTERANPFFVLQRRRGHGRGGGLTGLLVGTLDVVLDSSARVAPYRILHQTQDSQVYWTVACGSSRKEITKHWEWLENNLLQTLSIFDSEEDITTFVKGKIHGIIAEENKNLQPQGDEDPGKFKEAELKMRKQFGMPEGEKLVNYYSCSYWKGRVPRQGWLYLTVNHLCFYSFLLGKEVSLVVQWVDITRLEKNATLLFPESIRVDTRDQELFFSMFLNIGETFKLMEQLANLAMRQLLDSEGFLEDKALPRPIRPHRNISALKRDLDARAKNECYRATFRLPRDE.... Result: 1 (interaction).